Predict the reactants needed to synthesize the given product. From a dataset of Full USPTO retrosynthesis dataset with 1.9M reactions from patents (1976-2016). (1) Given the product [CH2:1]([O:8][C:9]([N:11]1[CH2:16][CH:15]([O:17][Si:18]([CH:25]([CH3:27])[CH3:26])([CH:22]([CH3:24])[CH3:23])[CH:19]([CH3:21])[CH3:20])[CH:14]([C:28]2[CH:33]=[CH:32][C:31]([CH2:34][Cl:61])=[CH:30][CH:29]=2)[CH:13]([O:36][CH2:37][C:38]2[CH:39]=[CH:40][C:41]3[O:46][CH2:45][CH2:44][N:43]([CH2:47][CH2:48][CH2:49][O:50][CH3:51])[C:42]=3[CH:52]=2)[CH2:12]1)=[O:10])[C:2]1[CH:7]=[CH:6][CH:5]=[CH:4][CH:3]=1, predict the reactants needed to synthesize it. The reactants are: [CH2:1]([O:8][C:9]([N:11]1[CH2:16][CH:15]([O:17][Si:18]([CH:25]([CH3:27])[CH3:26])([CH:22]([CH3:24])[CH3:23])[CH:19]([CH3:21])[CH3:20])[CH:14]([C:28]2[CH:33]=[CH:32][C:31]([CH2:34]O)=[CH:30][CH:29]=2)[CH:13]([O:36][CH2:37][C:38]2[CH:39]=[CH:40][C:41]3[O:46][CH2:45][CH2:44][N:43]([CH2:47][CH2:48][CH2:49][O:50][CH3:51])[C:42]=3[CH:52]=2)[CH2:12]1)=[O:10])[C:2]1[CH:7]=[CH:6][CH:5]=[CH:4][CH:3]=1.O.C(OC)(C)(C)C.C(Cl)[Cl:61]. (2) The reactants are: Br[C:2]1[C:3]([C:36](=[O:46])[N:37]([CH2:42][CH2:43][CH2:44][CH3:45])[CH2:38][CH2:39][CH2:40][CH3:41])=[N:4][N:5]([C:8]2[CH:23]=[CH:22][C:11]([C:12]([O:14][CH2:15][C:16]3[CH:21]=[CH:20][CH:19]=[CH:18][CH:17]=3)=[O:13])=[CH:10][C:9]=2[C:24]([N:26]2[CH2:35][CH2:34][C:33]3[C:28](=[CH:29][CH:30]=[CH:31][CH:32]=3)[CH2:27]2)=[O:25])[C:6]=1[CH3:7].[C:47]([O:51][C:52]([CH3:55])([CH3:54])[CH3:53])(=[O:50])[CH:48]=[CH2:49]. Given the product [C:52]([O:51][C:47](=[O:50])/[CH:48]=[CH:49]/[C:2]1[C:3]([C:36](=[O:46])[N:37]([CH2:38][CH2:39][CH2:40][CH3:41])[CH2:42][CH2:43][CH2:44][CH3:45])=[N:4][N:5]([C:8]2[CH:23]=[CH:22][C:11]([C:12]([O:14][CH2:15][C:16]3[CH:17]=[CH:18][CH:19]=[CH:20][CH:21]=3)=[O:13])=[CH:10][C:9]=2[C:24]([N:26]2[CH2:35][CH2:34][C:33]3[C:28](=[CH:29][CH:30]=[CH:31][CH:32]=3)[CH2:27]2)=[O:25])[C:6]=1[CH3:7])([CH3:55])([CH3:54])[CH3:53], predict the reactants needed to synthesize it. (3) Given the product [N:1]1[C:10]2[C:5](=[CH:6][CH:7]=[CH:8][CH:9]=2)[C:4]([CH:11]([OH:12])[CH3:13])=[CH:3][CH:2]=1, predict the reactants needed to synthesize it. The reactants are: [N:1]1[C:10]2[C:5](=[CH:6][CH:7]=[CH:8][CH:9]=2)[C:4]([CH:11]=[O:12])=[CH:3][CH:2]=1.[CH3:13][Mg]I.C(OCC)C.